This data is from Reaction yield outcomes from USPTO patents with 853,638 reactions. The task is: Predict the reaction yield, written as a fraction of the theoretical maximum amount of product (1.0 means a 100% yield; for example, 0.34 means a 34% yield). (1) The reactants are CC1C=CC(S([O-])(=O)=O)=CC=1.[CH3:12][N+:13]1[CH:18]=[CH:17][C:16]([NH:19][C:20]2[CH:25]=[CH:24][CH:23]=[C:22]([C:26]([NH:28][C:29]3[CH:34]=[CH:33][C:32]([N+:35]([O-])=O)=[CH:31][CH:30]=3)=[O:27])[CH:21]=2)=[CH:15][CH:14]=1.O.[ClH:39].CCCCO. The catalyst is CCO.[Fe]. The product is [Cl-:39].[NH2:35][C:32]1[CH:33]=[CH:34][C:29]([NH:28][C:26]([C:22]2[CH:21]=[C:20]([CH:25]=[CH:24][CH:23]=2)[NH:19][C:16]2[CH:15]=[CH:14][N+:13]([CH3:12])=[CH:18][CH:17]=2)=[O:27])=[CH:30][CH:31]=1. The yield is 0.800. (2) The reactants are [CH3:1][O:2][C:3]1[CH:4]=[C:5]2[C:10](=[CH:11][CH:12]=1)[C:9]([O:13][C:14]1[CH:19]=[CH:18][C:17]([O:20][CH2:21][CH2:22][N:23]3[CH2:28][CH2:27][CH2:26][CH2:25][CH2:24]3)=[CH:16][CH:15]=1)=[C:8](OS(C(F)(F)F)(=O)=O)[CH:7]=[CH:6]2.CC1(C)C(C)(C)OB([C:45]2[CH:46]=[C:47]3[C:51](=[CH:52][CH:53]=2)[C:50](=[O:54])[O:49][CH2:48]3)O1.[F-].[Cs+]. The catalyst is C([O-])(=O)C.[Pd+2].C([O-])(=O)C.C(#N)C. The product is [CH3:1][O:2][C:3]1[CH:4]=[C:5]2[C:10](=[CH:11][CH:12]=1)[C:9]([O:13][C:14]1[CH:19]=[CH:18][C:17]([O:20][CH2:21][CH2:22][N:23]3[CH2:28][CH2:27][CH2:26][CH2:25][CH2:24]3)=[CH:16][CH:15]=1)=[C:8]([C:45]1[CH:46]=[C:47]3[C:51](=[CH:52][CH:53]=1)[C:50](=[O:54])[O:49][CH2:48]3)[CH:7]=[CH:6]2. The yield is 0.430.